Predict which catalyst facilitates the given reaction. From a dataset of Catalyst prediction with 721,799 reactions and 888 catalyst types from USPTO. (1) Reactant: [OH:1][C:2]1[CH:7]=[CH:6][C:5]([S:8][C:9]([CH3:16])([CH3:15])[C:10]([O:12][CH2:13][CH3:14])=[O:11])=[CH:4][CH:3]=1.Br[CH2:18][CH2:19][CH2:20][N:21]1[C:26](=[O:27])[C:25]2[N:28]([CH3:34])[N:29]=[C:30]([CH2:31][CH2:32][CH3:33])[C:24]=2[N:23]=[C:22]1[CH3:35].C(=O)([O-])[O-].[K+].[K+]. Product: [CH2:13]([O:12][C:10](=[O:11])[C:9]([S:8][C:5]1[CH:6]=[CH:7][C:2]([O:1][CH2:18][CH2:19][CH2:20][N:21]2[C:26](=[O:27])[C:25]3[N:28]([CH3:34])[N:29]=[C:30]([CH2:31][CH2:32][CH3:33])[C:24]=3[N:23]=[C:22]2[CH3:35])=[CH:3][CH:4]=1)([CH3:15])[CH3:16])[CH3:14]. The catalyst class is: 596. (2) Reactant: [S:1]1[CH:5]=[CH:4][N:3]=[C:2]1[CH:6]1[CH2:11][CH2:10][N:9]([C:12]([O:14][C:15]([CH3:18])([CH3:17])[CH3:16])=[O:13])[CH2:8][CH2:7]1.C1C(=O)N([Br:26])C(=O)C1. Product: [Br:26][C:5]1[S:1][C:2]([CH:6]2[CH2:7][CH2:8][N:9]([C:12]([O:14][C:15]([CH3:18])([CH3:17])[CH3:16])=[O:13])[CH2:10][CH2:11]2)=[N:3][CH:4]=1. The catalyst class is: 10.